From a dataset of Catalyst prediction with 721,799 reactions and 888 catalyst types from USPTO. Predict which catalyst facilitates the given reaction. (1) Reactant: O.O.O.O.O.O.O.S([O-])([O-])(=O)=O.[Fe+2:13].[C:14]([O-:26])(=[O:25])[CH2:15][C:16]([CH2:21][C:22]([O-:24])=[O:23])([C:18]([O-:20])=[O:19])[OH:17].[Na+:27].[Na+].[Na+].S([O-])([O-])(=O)=O.[Fe+2]. Product: [C:14]([O-:26])(=[O:25])[CH2:15][C:16]([CH2:21][C:22]([O-:24])=[O:23])([C:18]([O-:20])=[O:19])[OH:17].[Na+:27].[Na+:27].[Na+:27].[C:14]([O-:26])(=[O:25])[CH2:15][C:16]([CH2:21][C:22]([O-:24])=[O:23])([C:18]([O-:20])=[O:19])[OH:17].[Fe+2:13].[C:14]([O-:26])(=[O:25])[CH2:15][C:16]([CH2:21][C:22]([O-:24])=[O:23])([C:18]([O-:20])=[O:19])[OH:17].[Fe+2:13].[Fe+2:13]. The catalyst class is: 6. (2) Reactant: [Cl:1][C:2]1[CH:3]=[C:4]([OH:9])[CH:5]=[C:6]([Cl:8])[CH:7]=1.F[C:11]1[CH:18]=[CH:17][C:14]([CH:15]=[O:16])=[CH:13][CH:12]=1.C(=O)([O-])[O-].[Cs+].[Cs+].O. Product: [Cl:1][C:2]1[CH:3]=[C:4]([CH:5]=[C:6]([Cl:8])[CH:7]=1)[O:9][C:11]1[CH:18]=[CH:17][C:14]([CH:15]=[O:16])=[CH:13][CH:12]=1. The catalyst class is: 44. (3) Reactant: Cl[C:2]1[CH:7]=[CH:6][C:5]([S:8]([NH:11][C:12]2[CH:17]=[CH:16][CH:15]=[C:14]([Cl:18])[CH:13]=2)(=[O:10])=[O:9])=[CH:4][C:3]=1[N+:19]([O-:21])=[O:20].[CH3:22][N:23]1[CH2:28][CH2:27][NH:26][CH2:25][CH2:24]1.C([O-])([O-])=O.[K+].[K+]. Product: [Cl:18][C:14]1[CH:13]=[C:12]([NH:11][S:8]([C:5]2[CH:6]=[CH:7][C:2]([N:26]3[CH2:27][CH2:28][N:23]([CH3:22])[CH2:24][CH2:25]3)=[C:3]([N+:19]([O-:21])=[O:20])[CH:4]=2)(=[O:10])=[O:9])[CH:17]=[CH:16][CH:15]=1. The catalyst class is: 23. (4) Reactant: [C:1]([NH:4][CH2:5][CH2:6][NH:7][C:8]1[N:13]=[C:12]([C:14]2[CH:19]=[CH:18][CH:17]=[CH:16][CH:15]=2)[N:11]=[C:10]([NH:20][C:21](=[O:26])[C:22]([O:24]C)=[O:23])[CH:9]=1)(=[O:3])[CH3:2]. Product: [C:1]([NH:4][CH2:5][CH2:6][NH:7][C:8]1[N:13]=[C:12]([C:14]2[CH:19]=[CH:18][CH:17]=[CH:16][CH:15]=2)[N:11]=[C:10]([NH:20][C:21](=[O:26])[C:22]([OH:24])=[O:23])[CH:9]=1)(=[O:3])[CH3:2]. The catalyst class is: 1. (5) Reactant: [F:1][C:2]1[CH:10]=[C:9]2[C:5]([CH2:6][CH2:7][N:8]2[CH:11]2[CH2:16][CH2:15][NH:14][CH2:13][CH2:12]2)=[CH:4][CH:3]=1.[CH3:17][C:18]1[N:19]=[C:20]([NH:23][C:24](=O)[O:25]C2C=CC([N+]([O-])=O)=CC=2)[S:21][CH:22]=1.CCN(CC)CC.CCOC(C)=O.O. Product: [F:1][C:2]1[CH:10]=[C:9]2[C:5]([CH2:6][CH2:7][N:8]2[CH:11]2[CH2:16][CH2:15][N:14]([C:24]([NH:23][C:20]3[S:21][CH:22]=[C:18]([CH3:17])[N:19]=3)=[O:25])[CH2:13][CH2:12]2)=[CH:4][CH:3]=1. The catalyst class is: 2. (6) Reactant: [Br:1][C:2]1[C:3]([OH:13])=[C:4]([C:10](=[O:12])[CH3:11])[CH:5]=[C:6]([Cl:9])[C:7]=1[F:8].[C:14](=O)([O-])[O-].[K+].[K+].CI. Product: [Br:1][C:2]1[C:3]([O:13][CH3:14])=[C:4]([C:10](=[O:12])[CH3:11])[CH:5]=[C:6]([Cl:9])[C:7]=1[F:8]. The catalyst class is: 9.